This data is from Full USPTO retrosynthesis dataset with 1.9M reactions from patents (1976-2016). The task is: Predict the reactants needed to synthesize the given product. (1) The reactants are: C(OC([N:8]1[CH2:13][CH2:12][N:11]([C:14]2[N:22]([C:23]3[CH:24]=[N:25][CH:26]=[CH:27][CH:28]=3)[C:17]3=[N:18][CH:19]=[CH:20][CH:21]=[C:16]3[C:15]=2[CH:29]=[O:30])[CH2:10][CH2:9]1)=O)(C)(C)C.FC(F)(F)C(O)=O.C(#N)C.CCOCC. Given the product [N:11]1([C:14]2[N:22]([C:23]3[CH:24]=[N:25][CH:26]=[CH:27][CH:28]=3)[C:17]3=[N:18][CH:19]=[CH:20][CH:21]=[C:16]3[C:15]=2[CH:29]=[O:30])[CH2:10][CH2:9][NH:8][CH2:13][CH2:12]1, predict the reactants needed to synthesize it. (2) Given the product [NH2:1][C:2]1[C:3]([F:16])=[C:4]([NH:9][S:10]([CH2:13][CH2:14][CH3:15])(=[O:12])=[O:11])[CH:5]=[CH:6][CH:7]=1, predict the reactants needed to synthesize it. The reactants are: [NH2:1][C:2]1[C:3]([F:16])=[C:4]([NH:9][S:10]([CH2:13][CH2:14][CH3:15])(=[O:12])=[O:11])[CH:5]=[CH:6][C:7]=1Cl. (3) The reactants are: [CH2:1]([C:4]1[CH:11]=[CH:10][C:7]([C:8]#[N:9])=[CH:6][C:5]=1[O:12][CH3:13])C=C.C[N+]1([O-])CC[O:18][CH2:17]C1.[CH3:22][OH:23]. Given the product [OH:23][CH:22]([CH2:17][OH:18])[CH2:1][C:4]1[CH:11]=[CH:10][C:7]([C:8]#[N:9])=[CH:6][C:5]=1[O:12][CH3:13], predict the reactants needed to synthesize it.